This data is from Forward reaction prediction with 1.9M reactions from USPTO patents (1976-2016). The task is: Predict the product of the given reaction. (1) Given the reactants [CH3:1][C:2]1[NH:3][C:4]([NH2:7])=[N:5][N:6]=1.[CH3:8][C:9](=O)[CH2:10][CH3:11].C([BH3-])#N.[Na+].O, predict the reaction product. The product is: [CH3:1][C:2]1[NH:3][C:4]([NH:7][CH:9]([CH3:8])[CH2:10][CH3:11])=[N:5][N:6]=1. (2) The product is: [Cl:1][C:2]1[CH:3]=[C:4]([C:12]2[O:16][N:15]=[C:14]([C:17]3[CH:18]=[CH:19][CH:20]=[C:21]4[C:25]=3[NH:24][CH:23]=[C:22]4[CH2:26][CH2:27][C:28]([NH:31][CH2:32][C:33]([O:35][CH2:36][CH3:37])=[O:34])=[O:29])[N:13]=2)[CH:5]=[CH:6][C:7]=1[O:8][CH:9]([CH3:10])[CH3:11]. Given the reactants [Cl:1][C:2]1[CH:3]=[C:4]([C:12]2[O:16][N:15]=[C:14]([C:17]3[CH:18]=[CH:19][CH:20]=[C:21]4[C:25]=3[NH:24][CH:23]=[C:22]4[CH2:26][CH2:27][C:28](O)=[O:29])[N:13]=2)[CH:5]=[CH:6][C:7]=1[O:8][CH:9]([CH3:11])[CH3:10].[NH2:31][CH2:32][C:33]([O:35][CH2:36][CH3:37])=[O:34].CN(C(ON1N=NC2C=CC=NC1=2)=[N+](C)C)C.F[P-](F)(F)(F)(F)F.CCN(C(C)C)C(C)C, predict the reaction product. (3) Given the reactants [CH:1]1([CH2:4][S:5]([CH2:8][C@H:9]([NH:27][C:28]([N:30]2[CH2:35][CH2:34][O:33][CH2:32][CH2:31]2)=[O:29])[C:10](=[O:26])[NH:11][C@H:12]([CH:15]([OH:25])[C:16]2[N:20]=[C:19]([C:21]([F:24])([F:23])[F:22])[O:18][N:17]=2)[CH2:13][CH3:14])(=[O:7])=[O:6])[CH2:3][CH2:2]1.CC(OI1(OC(C)=O)(OC(C)=O)OC(=O)C2C=CC=CC1=2)=O, predict the reaction product. The product is: [CH:1]1([CH2:4][S:5]([CH2:8][C@H:9]([NH:27][C:28]([N:30]2[CH2:35][CH2:34][O:33][CH2:32][CH2:31]2)=[O:29])[C:10](=[O:26])[NH:11][C@H:12]([C:15]([C:16]2[N:20]=[C:19]([C:21]([F:24])([F:23])[F:22])[O:18][N:17]=2)=[O:25])[CH2:13][CH3:14])(=[O:6])=[O:7])[CH2:3][CH2:2]1. (4) Given the reactants [OH:1][C:2]1[CH:11]=[CH:10][CH:9]=[C:8]2[C:3]=1[CH2:4][CH2:5][N:6]([C:12]([O:14][C:15]([CH3:18])([CH3:17])[CH3:16])=[O:13])[CH2:7]2.C([O-])([O-])=O.[K+].[K+].Br[CH2:26][C:27]([O:29][CH2:30][CH3:31])=[O:28], predict the reaction product. The product is: [CH2:30]([O:29][C:27]([CH2:26][O:1][C:2]1[CH:11]=[CH:10][CH:9]=[C:8]2[C:3]=1[CH2:4][CH2:5][N:6]([C:12]([O:14][C:15]([CH3:18])([CH3:17])[CH3:16])=[O:13])[CH2:7]2)=[O:28])[CH3:31].